This data is from Experimental lipophilicity measurements (octanol/water distribution) for 4,200 compounds from AstraZeneca. The task is: Regression/Classification. Given a drug SMILES string, predict its absorption, distribution, metabolism, or excretion properties. Task type varies by dataset: regression for continuous measurements (e.g., permeability, clearance, half-life) or binary classification for categorical outcomes (e.g., BBB penetration, CYP inhibition). For this dataset (lipophilicity_astrazeneca), we predict Y. (1) The molecule is COCCS(=O)(=O)N1CCN(c2ccc(Nc3nccc(-c4cnc(C)n4C(C)C)n3)cc2)CC1. The Y is 2.75 logD. (2) The drug is COc1cccc(/C=C2\SC(=O)NC2=O)c1N1CCC[C@@H](N)C1. The Y is 1.27 logD.